The task is: Predict the product of the given reaction.. This data is from Forward reaction prediction with 1.9M reactions from USPTO patents (1976-2016). (1) The product is: [NH2:1][CH:4]1[CH2:9][CH:8]([C:10]2[CH:15]=[CH:14][C:13]([F:16])=[CH:12][C:11]=2[Cl:17])[CH2:7][CH2:6][CH:5]1[OH:18]. Given the reactants [N:1]([CH:4]1[CH2:9][CH:8]([C:10]2[CH:15]=[CH:14][C:13]([F:16])=[CH:12][C:11]=2[Cl:17])[CH2:7][CH2:6][C:5]1=[O:18])=[N+]=[N-].[H-].[H-].[H-].[H-].[Li+].[Al+3].O, predict the reaction product. (2) Given the reactants [CH3:1][O:2][C:3]([C:5]1[CH:37]=[CH:36][C:8]([CH2:9][O:10][C@@H:11]2[CH2:15][N:14](C(OC(C)(C)C)=O)[C@H:13]([C:23](=[O:35])[NH:24][C@H:25]3[C:34]4[C:29](=[CH:30][CH:31]=[CH:32][CH:33]=4)[CH2:28][CH2:27][CH2:26]3)[CH2:12]2)=[CH:7][CH:6]=1)=[O:4].[ClH:38], predict the reaction product. The product is: [C@H:25]1([NH:24][C:23]([C@H:13]2[NH:14][CH2:15][C@@H:11]([O:10][CH2:9][C:8]3[CH:7]=[CH:6][C:5]([C:3]([O:2][CH3:1])=[O:4])=[CH:37][CH:36]=3)[CH2:12]2)=[O:35])[C:34]2[C:29](=[CH:30][CH:31]=[CH:32][CH:33]=2)[CH2:28][CH2:27][CH2:26]1.[ClH:38]. (3) Given the reactants [Cl:1][S:2]([OH:5])(=O)=[O:3].[F:6][C:7]([F:23])([F:22])[C:8]([NH:10][CH2:11][CH2:12][C:13]1[CH:18]=[CH:17][C:16]([CH:19]([CH3:21])[CH3:20])=[CH:15][CH:14]=1)=[O:9], predict the reaction product. The product is: [CH:19]([C:16]1[CH:17]=[CH:18][C:13]([CH2:12][CH2:11][NH:10][C:8](=[O:9])[C:7]([F:22])([F:23])[F:6])=[C:14]([S:2]([Cl:1])(=[O:5])=[O:3])[CH:15]=1)([CH3:21])[CH3:20]. (4) Given the reactants [CH3:1][N:2]([CH3:15])[CH2:3][CH2:4][NH:5][C:6]1[CH:11]=[CH:10][C:9]([N+:12]([O-:14])=[O:13])=[CH:8][CH:7]=1.[OH-].[Na+].[CH:18](O)=[O:19], predict the reaction product. The product is: [CH3:1][N:2]([CH3:15])[CH2:3][CH2:4][N:5]([C:6]1[CH:11]=[CH:10][C:9]([N+:12]([O-:14])=[O:13])=[CH:8][CH:7]=1)[CH:18]=[O:19]. (5) Given the reactants C([N:8]1[CH2:17][CH2:16][C:15]2[N:14]=[C:13]([Cl:18])[CH:12]=[CH:11][C:10]=2[CH2:9]1)C1C=CC=CC=1.[CH2:19]([Mg]Br)[CH:20]([CH3:22])[CH3:21], predict the reaction product. The product is: [ClH:18].[CH2:19]([C:13]1[CH:12]=[CH:11][C:10]2[CH2:9][NH:8][CH2:17][CH2:16][C:15]=2[N:14]=1)[CH:20]([CH3:22])[CH3:21]. (6) Given the reactants [F:1][C:2]([F:19])([F:18])[O:3][C:4]1[CH:13]=[CH:12][C:11]2[NH:10]C(=O)[N:8]3[N:15]=[CH:16][N:17]=[C:7]3[C:6]=2[CH:5]=1.BrC1C=CC2NC(=O)N3N=CN=C3C=2C=1, predict the reaction product. The product is: [F:19][C:2]([F:1])([F:18])[O:3][C:4]1[CH:13]=[CH:12][C:11]([NH2:10])=[C:6]([C:7]2[NH:8][N:15]=[CH:16][N:17]=2)[CH:5]=1.